This data is from NCI-60 drug combinations with 297,098 pairs across 59 cell lines. The task is: Regression. Given two drug SMILES strings and cell line genomic features, predict the synergy score measuring deviation from expected non-interaction effect. (1) Drug 1: CCC1=CC2CC(C3=C(CN(C2)C1)C4=CC=CC=C4N3)(C5=C(C=C6C(=C5)C78CCN9C7C(C=CC9)(C(C(C8N6C)(C(=O)OC)O)OC(=O)C)CC)OC)C(=O)OC.C(C(C(=O)O)O)(C(=O)O)O. Drug 2: CC(C1=C(C=CC(=C1Cl)F)Cl)OC2=C(N=CC(=C2)C3=CN(N=C3)C4CCNCC4)N. Cell line: NCI-H226. Synergy scores: CSS=45.8, Synergy_ZIP=0.389, Synergy_Bliss=-1.75, Synergy_Loewe=-13.6, Synergy_HSA=-1.93. (2) Drug 1: CC1=C2C(C(=O)C3(C(CC4C(C3C(C(C2(C)C)(CC1OC(=O)C(C(C5=CC=CC=C5)NC(=O)OC(C)(C)C)O)O)OC(=O)C6=CC=CC=C6)(CO4)OC(=O)C)OC)C)OC. Drug 2: C1C(C(OC1N2C=NC(=NC2=O)N)CO)O. Cell line: HCC-2998. Synergy scores: CSS=64.1, Synergy_ZIP=6.92, Synergy_Bliss=5.49, Synergy_Loewe=8.73, Synergy_HSA=10.6. (3) Drug 1: COC1=C(C=C2C(=C1)N=CN=C2NC3=CC(=C(C=C3)F)Cl)OCCCN4CCOCC4. Drug 2: CC12CCC3C(C1CCC2=O)CC(=C)C4=CC(=O)C=CC34C. Cell line: SK-MEL-2. Synergy scores: CSS=42.6, Synergy_ZIP=2.30, Synergy_Bliss=4.09, Synergy_Loewe=-1.22, Synergy_HSA=6.18. (4) Drug 1: C1=CC(=C2C(=C1NCCNCCO)C(=O)C3=C(C=CC(=C3C2=O)O)O)NCCNCCO. Drug 2: C1CN(CCN1C(=O)CCBr)C(=O)CCBr. Cell line: SN12C. Synergy scores: CSS=44.1, Synergy_ZIP=-2.91, Synergy_Bliss=0.282, Synergy_Loewe=-16.6, Synergy_HSA=2.32.